The task is: Predict which catalyst facilitates the given reaction.. This data is from Catalyst prediction with 721,799 reactions and 888 catalyst types from USPTO. (1) Reactant: [NH2:1][C:2]1[N:7]=[C:6]([NH2:8])[CH:5]=[C:4](Cl)[N:3]=1.[Na].[CH2:11]([OH:14])[CH2:12][OH:13]. Product: [NH2:1][C:2]1[N:3]=[C:4]([O:13][CH2:12][CH2:11][OH:14])[CH:5]=[C:6]([NH2:8])[N:7]=1. The catalyst class is: 6. (2) Reactant: [O:1]1[C:5]2[C:6]([C:10]3[N:18]4[C:13]([CH:14]=NC(O)=[N:17]4)=[CH:12][CH:11]=3)=[CH:7][CH:8]=[CH:9][C:4]=2[CH2:3][CH2:2]1.[CH:20]([N:23](CC)C(C)C)(C)C.[N-](S(C(F)(F)F)(=O)=O)S(C(F)(F)F)(=O)=O.[NH2:44][C:45]1[C:59]([O:60][CH3:61])=[CH:58][C:48]2[CH2:49][CH2:50][N:51]([CH2:54][C@H:55]([OH:57])[CH3:56])[CH2:52][CH2:53][C:47]=2[CH:46]=1. Product: [O:1]1[C:5]2[C:6]([C:10]3[N:18]4[C:13]([CH:14]=[CH:20][N:23]([NH:44][C:45]5[C:59]([O:60][CH3:61])=[CH:58][C:48]6[CH2:49][CH2:50][N:51]([CH2:54][C@H:55]([OH:57])[CH3:56])[CH2:52][CH2:53][C:47]=6[CH:46]=5)[NH:17]4)=[CH:12][CH:11]=3)=[CH:7][CH:8]=[CH:9][C:4]=2[CH2:3][CH2:2]1. The catalyst class is: 3. (3) Reactant: [F:1][C:2]([F:15])([F:14])[O:3][C:4]1[CH:5]=[C:6]([CH:11]=[CH:12][CH:13]=1)[O:7][CH2:8][CH2:9][OH:10].[H-].[Na+].Br[C:19]1[N:27]([CH2:28][O:29][CH2:30][CH2:31][Si:32]([CH3:35])([CH3:34])[CH3:33])[C:26]2[C:25](=[O:36])[N:24]([CH2:37][CH2:38][CH2:39][O:40][CH:41]3[CH2:46][CH2:45][CH2:44][CH2:43][O:42]3)[C:23](=[O:47])[N:22]([CH3:48])[C:21]=2[N:20]=1. Product: [CH3:48][N:22]1[C:21]2[N:20]=[C:19]([O:10][CH2:9][CH2:8][O:7][C:6]3[CH:11]=[CH:12][CH:13]=[C:4]([O:3][C:2]([F:14])([F:15])[F:1])[CH:5]=3)[N:27]([CH2:28][O:29][CH2:30][CH2:31][Si:32]([CH3:35])([CH3:33])[CH3:34])[C:26]=2[C:25](=[O:36])[N:24]([CH2:37][CH2:38][CH2:39][O:40][CH:41]2[CH2:46][CH2:45][CH2:44][CH2:43][O:42]2)[C:23]1=[O:47]. The catalyst class is: 1. (4) Reactant: [CH2:1]([N:3]1[C:8]2[CH:9]=[CH:10][C:11]([N+:13]([O-:15])=[O:14])=[CH:12][C:7]=2[O:6][CH:5]([CH2:16][CH2:17][OH:18])[C:4]1=[O:19])[CH3:2].[H-].[Na+].I[CH3:23].O. Product: [CH2:1]([N:3]1[C:8]2[CH:9]=[CH:10][C:11]([N+:13]([O-:15])=[O:14])=[CH:12][C:7]=2[O:6][CH:5]([CH2:16][CH2:17][O:18][CH3:23])[C:4]1=[O:19])[CH3:2]. The catalyst class is: 3. (5) Reactant: [CH3:1][CH2:2][C@@H:3]([CH:28]([CH3:30])[CH3:29])/[CH:4]=[CH:5]/[C@H:6]([C@@H:8]1[C@@:12]2([CH3:27])[CH2:13][CH2:14][C@@H:15]3[C@@:20]4([CH3:26])[CH2:21][CH2:22][C@H:23]([OH:25])[CH2:24][C:19]4=[CH:18][CH2:17][C@H:16]3[C@@H:11]2[CH2:10][CH2:9]1)[CH3:7].[C:31]1(=[O:37])[O:36][C:34](=[O:35])[CH2:33][CH2:32]1.N1C=CC=CC=1. Product: [CH3:1][CH2:2][C@@H:3]([CH:28]([CH3:29])[CH3:30])/[CH:4]=[CH:5]/[C@H:6]([C@@H:8]1[C@@:12]2([CH3:27])[CH2:13][CH2:14][C@@H:15]3[C@@:20]4([CH3:26])[CH2:21][CH2:22][C@H:23]([OH:25])[CH2:24][C:19]4=[CH:18][CH2:17][C@H:16]3[C@@H:11]2[CH2:10][CH2:9]1)[CH3:7].[C:31]([O-:36])(=[O:37])[CH2:32][CH2:33][C:34]([O-:25])=[O:35]. The catalyst class is: 11. (6) Reactant: [C:1]1([N:7]2[CH:11]([C:12]3[CH:17]=[CH:16][CH:15]=[C:14]([CH2:18][CH2:19][CH3:20])[CH:13]=3)[CH2:10][C:9]([NH2:21])=[N:8]2)[CH:6]=[CH:5][CH:4]=[CH:3][CH:2]=1. Product: [C:1]1([N:7]2[C:11]([C:12]3[CH:17]=[CH:16][CH:15]=[C:14]([CH2:18][CH2:19][CH3:20])[CH:13]=3)=[CH:10][C:9]([NH2:21])=[N:8]2)[CH:6]=[CH:5][CH:4]=[CH:3][CH:2]=1. The catalyst class is: 11.